Predict the reaction yield, written as a fraction of the theoretical maximum amount of product (1.0 means a 100% yield; for example, 0.34 means a 34% yield). From a dataset of Reaction yield outcomes from USPTO patents with 853,638 reactions. (1) The reactants are Cl[CH2:2][C:3]1[CH:4]=[C:5]2[C:9](=[CH:10][CH:11]=1)[CH:8]([NH:12][S:13]([CH:16]([CH3:18])[CH3:17])(=[O:15])=[O:14])[CH2:7][CH2:6]2.[F:19][C:20]([F:29])([F:28])[C:21]1[CH:26]=[CH:25][CH:24]=[CH:23][C:22]=1[OH:27].C(=O)([O-])[O-].[K+].[K+]. The catalyst is CN(C)C=O. The product is [F:19][C:20]([F:28])([F:29])[C:21]1[CH:26]=[CH:25][CH:24]=[CH:23][C:22]=1[O:27][CH2:2][C:3]1[CH:4]=[C:5]2[C:9](=[CH:10][CH:11]=1)[CH:8]([NH:12][S:13]([CH:16]([CH3:18])[CH3:17])(=[O:15])=[O:14])[CH2:7][CH2:6]2. The yield is 0.557. (2) The reactants are Cl.[NH:2]([C:4]1[CH:9]=[C:8]([C:10]#[N:11])[CH:7]=[CH:6][N:5]=1)[NH2:3].CN(C)/[CH:14]=[CH:15]/[C:16]([C:18]1[CH:23]=[CH:22][CH:21]=[C:20]([F:24])[CH:19]=1)=O. No catalyst specified. The product is [F:24][C:20]1[CH:19]=[C:18]([C:16]2[N:2]([C:4]3[CH:9]=[C:8]([C:10]#[N:11])[CH:7]=[CH:6][N:5]=3)[N:3]=[CH:14][CH:15]=2)[CH:23]=[CH:22][CH:21]=1. The yield is 0.980.